From a dataset of Full USPTO retrosynthesis dataset with 1.9M reactions from patents (1976-2016). Predict the reactants needed to synthesize the given product. (1) Given the product [CH2:1]([O:3][C:4]([C:6]1[C:10]([CH3:11])=[CH:9][NH:8][C:7]=1[CH2:12][CH2:13][NH:14][CH2:15][C@H:16]([OH:24])[CH2:17][N:18]1[CH2:23][CH2:22][O:21][CH2:20][CH2:19]1)=[O:5])[CH3:2], predict the reactants needed to synthesize it. The reactants are: [CH2:1]([O:3][C:4]([C:6]1[C:10]([CH3:11])=[CH:9][NH:8][C:7]=1[CH2:12][C:13](=O)[NH:14][CH2:15][C@H:16]([OH:24])[CH2:17][N:18]1[CH2:23][CH2:22][O:21][CH2:20][CH2:19]1)=[O:5])[CH3:2]. (2) Given the product [CH3:1][O:2][C:3]([C:5]1[O:6][C:7]([CH3:12])=[C:8]([CH2:10][O:11][C:17]2[CH:16]=[N:15][C:14]([I:13])=[CH:19][CH:18]=2)[CH:9]=1)=[O:4], predict the reactants needed to synthesize it. The reactants are: [CH3:1][O:2][C:3]([C:5]1[O:6][C:7]([CH3:12])=[C:8]([CH2:10][OH:11])[CH:9]=1)=[O:4].[I:13][C:14]1[CH:19]=[CH:18][C:17](O)=[CH:16][N:15]=1.